From a dataset of Forward reaction prediction with 1.9M reactions from USPTO patents (1976-2016). Predict the product of the given reaction. (1) Given the reactants Br[C:2]1[C:3]([C@@H:8]([NH:18][C:19](=[O:34])[CH2:20][N:21]2[C:29]3[CH2:28][CH2:27][CH2:26][CH2:25][C:24]=3[C:23]([C:30]([F:33])([F:32])[F:31])=[N:22]2)[CH2:9][C:10]2[CH:15]=[C:14]([F:16])[CH:13]=[C:12]([F:17])[CH:11]=2)=[N:4][CH:5]=[CH:6][CH:7]=1.[CH3:35][S:36]([C:39]1[CH:40]=[C:41](B(O)O)[CH:42]=[CH:43][CH:44]=1)(=[O:38])=[O:37].C([O-])([O-])=O.[K+].[K+], predict the reaction product. The product is: [F:17][C:12]1[CH:11]=[C:10]([CH2:9][C@H:8]([NH:18][C:19](=[O:34])[CH2:20][N:21]2[C:29]3[CH2:28][CH2:27][CH2:26][CH2:25][C:24]=3[C:23]([C:30]([F:32])([F:33])[F:31])=[N:22]2)[C:3]2[C:2]([C:43]3[CH:42]=[CH:41][CH:40]=[C:39]([S:36]([CH3:35])(=[O:38])=[O:37])[CH:44]=3)=[CH:7][CH:6]=[CH:5][N:4]=2)[CH:15]=[C:14]([F:16])[CH:13]=1. (2) Given the reactants [CH3:1][O:2][C:3](=[O:37])/[CH:4]=[CH:5]/[CH:6]1[CH:13]2[CH:9]([O:10][CH:11]([CH:14]=[CH:15][C:16]3[CH:21]=[CH:20][CH:19]=[CH:18][CH:17]=3)[O:12]2)[CH:8]([N:22]2[CH:30]=[N:29][C:28]3[C:23]2=[N:24][CH:25]=[N:26][C:27]=3[NH:31][C:32]([NH:34][CH2:35][CH3:36])=[O:33])[O:7]1.[BH4-].[Na+], predict the reaction product. The product is: [CH3:1][O:2][C:3](=[O:37])[CH2:4][CH2:5][CH:6]1[CH:13]2[CH:9]([O:10][CH:11](/[CH:14]=[CH:15]/[C:16]3[CH:17]=[CH:18][CH:19]=[CH:20][CH:21]=3)[O:12]2)[CH:8]([N:22]2[CH:30]=[N:29][C:28]3[C:23]2=[N:24][CH:25]=[N:26][C:27]=3[NH:31][C:32]([NH:34][CH2:35][CH3:36])=[O:33])[O:7]1. (3) Given the reactants C([O:3][C:4](=[O:31])[C:5]1[CH:10]=[CH:9][C:8]([NH:11][C:12]([C:14]2[CH:18]=[C:17]([CH3:19])[N:16]([C:20]3[CH:25]=[CH:24][CH:23]=[CH:22][C:21]=3[C:26]([F:29])([F:28])[F:27])[C:15]=2[CH3:30])=[O:13])=[CH:7][CH:6]=1)C.O.[OH-].[Li+].O.C1COCC1, predict the reaction product. The product is: [CH3:30][C:15]1[N:16]([C:20]2[CH:25]=[CH:24][CH:23]=[CH:22][C:21]=2[C:26]([F:28])([F:29])[F:27])[C:17]([CH3:19])=[CH:18][C:14]=1[C:12]([NH:11][C:8]1[CH:7]=[CH:6][C:5]([C:4]([OH:31])=[O:3])=[CH:10][CH:9]=1)=[O:13]. (4) Given the reactants [Cl:1][C:2]1[CH:10]=[CH:9][C:8]([C:11]2[C:12]([C@@H:23]([NH:33][C:34](=[O:40])[O:35][C:36]([CH3:39])([CH3:38])[CH3:37])[CH2:24][C:25]3[CH:30]=[C:29]([F:31])[CH:28]=[C:27]([F:32])[CH:26]=3)=[N:13][C:14]([C:17]#[C:18][C:19]([OH:22])([CH3:21])[CH3:20])=[CH:15][CH:16]=2)=[C:7]2[C:3]=1[C:4]([NH:42]S(C)(=O)=O)=[N:5][N:6]2[CH3:41].BrC1C([C@@H](NC(=O)OC(C)(C)C)CC2C=C(F)C=C(F)C=2)=NC(C#CC(O[Si:60]([C:63]([CH3:66])([CH3:65])[CH3:64])([CH3:62])[CH3:61])(C)C)=CC=1.ClC1C=CC(B2OC(C)(C)C(C)(C)O2)=C2C=1C(N)=NN2C, predict the reaction product. The product is: [NH2:42][C:4]1[C:3]2[C:7](=[C:8]([C:11]3[C:12]([C@@H:23]([NH:33][C:34](=[O:40])[O:35][C:36]([CH3:37])([CH3:39])[CH3:38])[CH2:24][C:25]4[CH:26]=[C:27]([F:32])[CH:28]=[C:29]([F:31])[CH:30]=4)=[N:13][C:14]([C:17]#[C:18][C:19]([O:22][Si:60]([C:63]([CH3:66])([CH3:65])[CH3:64])([CH3:62])[CH3:61])([CH3:20])[CH3:21])=[CH:15][CH:16]=3)[CH:9]=[CH:10][C:2]=2[Cl:1])[N:6]([CH3:41])[N:5]=1. (5) The product is: [Br:14][C:13]([Br:15])=[CH:5][C:4]1[CH:7]=[CH:8][CH:9]=[C:2]([CH3:1])[C:3]=1[N+:10]([O-:12])=[O:11]. Given the reactants [CH3:1][C:2]1[C:3]([N+:10]([O-:12])=[O:11])=[C:4]([CH:7]=[CH:8][CH:9]=1)[CH:5]=O.[C:13](Br)(Br)([Br:15])[Br:14].C1C=CC(P(C2C=CC=CC=2)C2C=CC=CC=2)=CC=1.CCCCCC, predict the reaction product. (6) Given the reactants C[O:2][C:3]1[N:8]=[CH:7][C:6]([CH:9]=[O:10])=[CH:5][CH:4]=1, predict the reaction product. The product is: [OH:2][C:3]1[CH:4]=[CH:5][C:6]([CH:9]=[O:10])=[CH:7][N:8]=1. (7) Given the reactants [Cl:1][C:2]1[CH:10]=[C:9]2[C:5]([C:6]([CH2:19][CH:20]([CH3:22])[CH3:21])=[CH:7][N:8]2[C:11]2[S:12][CH:13]=[C:14]([C:16]([NH2:18])=[O:17])[N:15]=2)=[CH:4][CH:3]=1, predict the reaction product. The product is: [Cl:1][C:2]1[CH:10]=[C:9]2[C:5]([C:6]([CH2:19][CH:20]([CH3:22])[CH3:21])=[CH:7][N:8]2[C:11]2[S:12][CH:13]=[C:14]([C:16](/[N:18]=[C:7](/[N:8]([CH3:11])[CH3:9])\[CH3:6])=[O:17])[N:15]=2)=[CH:4][CH:3]=1. (8) Given the reactants C(Cl)(=O)C(Cl)=O.[F:7][C:8]1[CH:19]=[CH:18][CH:17]=[CH:16][C:9]=1[O:10][CH2:11][CH2:12][C:13]([OH:15])=O.[Cl-].[Al+3].[Cl-].[Cl-], predict the reaction product. The product is: [F:7][C:8]1[CH:19]=[CH:18][CH:17]=[C:16]2[C:9]=1[O:10][CH2:11][CH2:12][C:13]2=[O:15]. (9) Given the reactants Br[C:2]1[CH:7]=[C:6]([CH3:8])[C:5]([F:9])=[CH:4][C:3]=1[F:10].CC([O-])=O.[K+].[B:16]1([B:16]2[O:20][C:19]([CH3:22])([CH3:21])[C:18]([CH3:24])([CH3:23])[O:17]2)[O:20][C:19]([CH3:22])([CH3:21])[C:18]([CH3:24])([CH3:23])[O:17]1.O, predict the reaction product. The product is: [F:10][C:3]1[CH:4]=[C:5]([F:9])[C:6]([CH3:8])=[CH:7][C:2]=1[B:16]1[O:20][C:19]([CH3:22])([CH3:21])[C:18]([CH3:24])([CH3:23])[O:17]1.